This data is from Full USPTO retrosynthesis dataset with 1.9M reactions from patents (1976-2016). The task is: Predict the reactants needed to synthesize the given product. Given the product [Cl:1][C:2]1[C:7]2[C:8](=[O:9])[N:10]([C:15]3[CH:20]=[CH:19][C:18]([O:21][CH3:22])=[C:17]([CH:16]=3)[C:23]#[N:24])[CH2:11][C@@H:12]([CH3:13])[O:14][C:6]=2[N:5]=[CH:4][N:3]=1, predict the reactants needed to synthesize it. The reactants are: [Cl:1][C:2]1[C:7]([C:8]([N:10]([C:15]2[CH:20]=[CH:19][C:18]([O:21][CH3:22])=[C:17]([C:23]#[N:24])[CH:16]=2)[CH2:11][C@H:12]([OH:14])[CH3:13])=[O:9])=[C:6](Cl)[N:5]=[CH:4][N:3]=1.C(=O)([O-])[O-].[K+].[K+].